Dataset: Full USPTO retrosynthesis dataset with 1.9M reactions from patents (1976-2016). Task: Predict the reactants needed to synthesize the given product. (1) Given the product [CH2:1]([O:8][C:9]1[CH:10]=[CH:11][C:12]([Br:16])=[C:13]([O:15][CH2:26][C:25]([CH3:27])=[CH2:24])[CH:14]=1)[C:2]1[CH:3]=[CH:4][CH:5]=[CH:6][CH:7]=1, predict the reactants needed to synthesize it. The reactants are: [CH2:1]([O:8][C:9]1[CH:10]=[CH:11][C:12]([Br:16])=[C:13]([OH:15])[CH:14]=1)[C:2]1[CH:7]=[CH:6][CH:5]=[CH:4][CH:3]=1.C(=O)([O-])[O-].[K+].[K+].Br[CH2:24][C:25]([CH3:27])=[CH2:26]. (2) Given the product [Cl:1][C:2]1[C:3]2[N:4]([C:14]([C:15]([O:17][CH2:18][CH3:19])=[O:16])=[N:13][N:12]=2)[CH:5]=[C:6]([C:8]([F:11])([F:9])[F:10])[CH:7]=1, predict the reactants needed to synthesize it. The reactants are: [Cl:1][C:2]1[C:3]([NH:12][NH2:13])=[N:4][CH:5]=[C:6]([C:8]([F:11])([F:10])[F:9])[CH:7]=1.[C:14](OCC)(=O)[C:15]([O:17][CH2:18][CH3:19])=[O:16].C(O)C.Cl. (3) The reactants are: [OH:1][C:2]1[CH:7]=CC(C2N(C)C(=O)N(COCC[Si](C)(C)C)C(=O)C=2C)=C(C)[CH:3]=1.[Cl:27][C:28]1[CH:33]=[CH:32][CH:31]=[CH:30][N:29]=1.C(=O)([O-])[O-].[Cs+].[Cs+].ClC1C(C(OCC)=O)=CC=CN=1.C[Mg]I. Given the product [Cl:27][C:28]1[C:33]([C:2]([OH:1])([CH3:7])[CH3:3])=[CH:32][CH:31]=[CH:30][N:29]=1, predict the reactants needed to synthesize it. (4) Given the product [NH2:22][C:19]1[CH:20]=[CH:21][C:16]([O:15][C:13]2[CH:12]=[C:11]([O:25][C:26]3[CH:27]=[CH:28][C:29]([NH2:32])=[CH:30][CH:31]=3)[CH:10]=[C:9]([O:8][C:7]3[CH:35]=[CH:36][C:4]([NH2:1])=[CH:5][CH:6]=3)[CH:14]=2)=[CH:17][CH:18]=1, predict the reactants needed to synthesize it. The reactants are: [N+:1]([C:4]1[CH:36]=[CH:35][C:7]([O:8][C:9]2[CH:14]=[C:13]([O:15][C:16]3[CH:21]=[CH:20][C:19]([N+:22]([O-])=O)=[CH:18][CH:17]=3)[CH:12]=[C:11]([O:25][C:26]3[CH:31]=[CH:30][C:29]([N+:32]([O-])=O)=[CH:28][CH:27]=3)[CH:10]=2)=[CH:6][CH:5]=1)([O-])=O.C(O)C.[H][H]. (5) Given the product [S:1]1[C:5]2[CH:6]=[CH:7][CH:8]=[CH:9][C:4]=2[N:3]=[C:2]1[C:10]1[CH:34]=[CH:33][C:13]2[C:14]3[CH:20]=[CH:19][C:18]([S:21]([NH:24][C@@H:25]([CH:30]([CH3:31])[CH3:32])[C:26]([OH:28])=[O:27])(=[O:22])=[O:23])=[CH:17][C:15]=3[O:16][C:12]=2[CH:11]=1, predict the reactants needed to synthesize it. The reactants are: [S:1]1[C:5]2[CH:6]=[CH:7][CH:8]=[CH:9][C:4]=2[N:3]=[C:2]1[C:10]1[CH:34]=[CH:33][C:13]2[C:14]3[CH:20]=[CH:19][C:18]([S:21]([NH:24][C@@H:25]([CH:30]([CH3:32])[CH3:31])[C:26]([O:28]C)=[O:27])(=[O:23])=[O:22])=[CH:17][C:15]=3[O:16][C:12]=2[CH:11]=1.[Li+].[OH-].